Dataset: Forward reaction prediction with 1.9M reactions from USPTO patents (1976-2016). Task: Predict the product of the given reaction. (1) Given the reactants [CH3:1][O:2][C:3]1[CH:4]=[C:5]2[C:10](=[CH:11][C:12]=1[O:13][CH3:14])[N:9]=[CH:8][CH:7]=[C:6]2[O:15][C:16]1[CH:22]=[CH:21][C:19]([NH2:20])=[C:18]([CH3:23])[C:17]=1[CH3:24].ClC(Cl)(O[C:29](=[O:35])OC(Cl)(Cl)Cl)Cl.[NH2:37][C:38]1[CH:43]=[CH:42][C:41]([Br:44])=[CH:40][N:39]=1.CO, predict the reaction product. The product is: [Br:44][C:41]1[CH:42]=[CH:43][C:38]([NH:37][C:29]([NH:20][C:19]2[CH:21]=[CH:22][C:16]([O:15][C:6]3[C:5]4[C:10](=[CH:11][C:12]([O:13][CH3:14])=[C:3]([O:2][CH3:1])[CH:4]=4)[N:9]=[CH:8][CH:7]=3)=[C:17]([CH3:24])[C:18]=2[CH3:23])=[O:35])=[N:39][CH:40]=1. (2) Given the reactants [CH:1]1([NH:4][C:5]([C:7]2[CH:8]=[C:9]([C:15]3[CH:20]=[CH:19][C:18](F)=[C:17]([CH:22]=O)[CH:16]=3)[C:10]([CH3:14])=[C:11]([F:13])[CH:12]=2)=[O:6])[CH2:3][CH2:2]1.[NH:24]([C:26]1[NH:31][CH:30]=[N:29][C:28](=[O:32])[CH:27]=1)[NH2:25], predict the reaction product. The product is: [CH:1]1([NH:4][C:5](=[O:6])[C:7]2[CH:8]=[C:9]([C:15]3[CH:16]=[C:17]4[C:18](=[CH:19][CH:20]=3)[N:24]([C:26]3[N:31]=[CH:30][NH:29][C:28](=[O:32])[CH:27]=3)[N:25]=[CH:22]4)[C:10]([CH3:14])=[C:11]([F:13])[CH:12]=2)[CH2:3][CH2:2]1. (3) Given the reactants [C:1]([O:5][C:6](=[O:15])[NH:7][C@H:8]1[CH2:13][CH2:12][C@H:11]([OH:14])[CH2:10][CH2:9]1)([CH3:4])([CH3:3])[CH3:2].[H-].[Na+].[CH2:18]1OCCOCCOCCOCCOC1.IC, predict the reaction product. The product is: [C:1]([O:5][C:6](=[O:15])[NH:7][C@H:8]1[CH2:9][CH2:10][C@H:11]([O:14][CH3:18])[CH2:12][CH2:13]1)([CH3:4])([CH3:2])[CH3:3]. (4) The product is: [C:1]([O:5][C:6]([CH2:8][CH:9]1[CH2:10][CH2:11][CH:12]([C:15]2[CH:16]=[CH:17][C:18]([C:19]([O:21][CH2:22][CH3:23])=[O:20])=[CH:24][CH:25]=2)[CH2:13][CH2:14]1)=[O:7])([CH3:2])([CH3:3])[CH3:4]. Given the reactants [C:1]([O:5][C:6]([CH:8]=[C:9]1[CH2:14][CH2:13][CH:12]([C:15]2[CH:25]=[CH:24][C:18]([C:19]([O:21][CH2:22][CH3:23])=[O:20])=[CH:17][CH:16]=2)[CH2:11][CH2:10]1)=[O:7])([CH3:4])([CH3:3])[CH3:2].[H][H], predict the reaction product. (5) Given the reactants [Cl:1][C:2]1[CH:7]=[C:6]([Cl:8])[CH:5]=[CH:4][C:3]=1[C:9]1[N:10]=[C:11]([CH2:16][O:17][C:18]2[CH:23]=[CH:22][C:21]([C:24]3[CH:29]=[CH:28][CH:27]=[C:26]([OH:30])[CH:25]=3)=[CH:20][CH:19]=2)[N:12]([CH2:14][CH3:15])[CH:13]=1.Br[CH2:32][CH2:33][CH2:34][C:35]([O:37][CH3:38])=[O:36], predict the reaction product. The product is: [CH3:38][O:37][C:35](=[O:36])[CH2:34][CH2:33][CH2:32][O:30][C:26]1[CH:25]=[C:24]([C:21]2[CH:22]=[CH:23][C:18]([O:17][CH2:16][C:11]3[N:12]([CH2:14][CH3:15])[CH:13]=[C:9]([C:3]4[CH:4]=[CH:5][C:6]([Cl:8])=[CH:7][C:2]=4[Cl:1])[N:10]=3)=[CH:19][CH:20]=2)[CH:29]=[CH:28][CH:27]=1. (6) Given the reactants CC1C=CC(S(O[CH2:12][C@H:13]2[CH2:26][O:25][C:16]3[CH:17]=[CH:18][C:19]4[N:20]=[C:21]([CH3:24])[O:22][C:23]=4[C:15]=3[O:14]2)(=O)=O)=CC=1.FC(F)(F)[C:29]1[CH:30]=[C:31]([C:35]2[CH2:36][CH2:37][NH:38][CH2:39][CH:40]=2)[CH:32]=[CH:33][CH:34]=1.C1COCC1.C(O)(=O)/C=C/C(O)=O, predict the reaction product. The product is: [CH3:24][C:21]1[O:22][C:23]2=[C:15]3[C:16](=[CH:17][CH:18]=[C:19]2[N:20]=1)[O:25][CH2:26][CH:13]([CH2:12][N:38]1[CH2:37][CH:36]=[C:35]([C:31]2[CH:32]=[CH:33][CH:34]=[CH:29][CH:30]=2)[CH2:40][CH2:39]1)[O:14]3.